This data is from Forward reaction prediction with 1.9M reactions from USPTO patents (1976-2016). The task is: Predict the product of the given reaction. (1) Given the reactants [NH2:1][C:2]1[CH:7]=[CH:6][C:5]([S:8]([N:11]([CH:45]([CH3:47])[CH3:46])[C@@H:12]([CH2:18][CH2:19][CH2:20][C@@H:21]([NH:23][C:24](=[O:44])[C@@H:25]([NH:39][C:40]([O:42][CH3:43])=[O:41])[CH:26]([C:33]2[CH:38]=[CH:37][CH:36]=[CH:35][CH:34]=2)[C:27]2[CH:32]=[CH:31][CH:30]=[CH:29][CH:28]=2)[CH3:22])[C:13](OCC)=[O:14])(=[O:10])=[O:9])=[CH:4][CH:3]=1.[Li+].[BH4-], predict the reaction product. The product is: [CH3:43][O:42][C:40](=[O:41])[NH:39][C@@H:25]([CH:26]([C:27]1[CH:32]=[CH:31][CH:30]=[CH:29][CH:28]=1)[C:33]1[CH:34]=[CH:35][CH:36]=[CH:37][CH:38]=1)[C:24]([NH:23][C@@H:21]([CH3:22])[CH2:20][CH2:19][CH2:18][C@H:12]([N:11]([S:8]([C:5]1[CH:4]=[CH:3][C:2]([NH2:1])=[CH:7][CH:6]=1)(=[O:9])=[O:10])[CH:45]([CH3:47])[CH3:46])[CH2:13][OH:14])=[O:44]. (2) Given the reactants [F:1][C:2]1[CH:26]=[CH:25][C:5]([O:6][CH2:7][C:8]2[N:9]=[C:10]3[CH:15]=[CH:14][N:13]([C:16]4[CH:21]=[CH:20][C:19]([F:22])=[CH:18][CH:17]=4)[C:12](=[O:23])[N:11]3[CH:24]=2)=[CH:4][CH:3]=1.[H][H], predict the reaction product. The product is: [F:1][C:2]1[CH:3]=[CH:4][C:5]([O:6][CH2:7][C:8]2[N:9]=[C:10]3[CH2:15][CH2:14][N:13]([C:16]4[CH:21]=[CH:20][C:19]([F:22])=[CH:18][CH:17]=4)[C:12](=[O:23])[N:11]3[CH:24]=2)=[CH:25][CH:26]=1. (3) Given the reactants [C:1]([C:3]1[CH:8]=[CH:7][C:6]([C:9]2[S:10][CH:11]=[C:12]([C:14]([OH:16])=O)[N:13]=2)=[CH:5][CH:4]=1)#[N:2].[C:17]([O:21][C:22]([N:24]1[CH2:29][CH2:28][CH:27]([NH:30][CH:31]2[CH2:33][CH2:32]2)[CH2:26][CH2:25]1)=[O:23])([CH3:20])([CH3:19])[CH3:18], predict the reaction product. The product is: [C:17]([O:21][C:22]([N:24]1[CH2:29][CH2:28][CH:27]([N:30]([C:14]([C:12]2[N:13]=[C:9]([C:6]3[CH:5]=[CH:4][C:3]([C:1]#[N:2])=[CH:8][CH:7]=3)[S:10][CH:11]=2)=[O:16])[CH:31]2[CH2:32][CH2:33]2)[CH2:26][CH2:25]1)=[O:23])([CH3:20])([CH3:18])[CH3:19]. (4) Given the reactants [F:1][C:2]1[CH:7]=[C:6]([F:8])[CH:5]=[CH:4][C:3]=1[S:9](Cl)(=[O:11])=[O:10].[NH2:13][C:14]1[CH:15]=[C:16]([CH:26]=[CH:27][C:28]=1[O:29][CH3:30])[C:17]([NH:19][C:20]1[CH:25]=[CH:24][CH:23]=[CH:22][CH:21]=1)=[O:18], predict the reaction product. The product is: [F:1][C:2]1[CH:7]=[C:6]([F:8])[CH:5]=[CH:4][C:3]=1[S:9]([NH:13][C:14]1[CH:15]=[C:16]([CH:26]=[CH:27][C:28]=1[O:29][CH3:30])[C:17]([NH:19][C:20]1[CH:25]=[CH:24][CH:23]=[CH:22][CH:21]=1)=[O:18])(=[O:11])=[O:10].